Dataset: Full USPTO retrosynthesis dataset with 1.9M reactions from patents (1976-2016). Task: Predict the reactants needed to synthesize the given product. (1) Given the product [CH3:1][N:2]1[C:10]2[C:5](=[CH:6][C:7]([CH:11]3[CH2:16][NH:15][CH2:14][CH2:13][N:12]3[C:18]([O:20][C:21]([CH3:24])([CH3:23])[CH3:22])=[O:19])=[CH:8][CH:9]=2)[CH:4]=[N:3]1, predict the reactants needed to synthesize it. The reactants are: [CH3:1][N:2]1[C:10]2[C:5](=[CH:6][C:7]([CH:11]3[C:16](=O)[NH:15][CH2:14][CH2:13][N:12]3[C:18]([O:20][C:21]([CH3:24])([CH3:23])[CH3:22])=[O:19])=[CH:8][CH:9]=2)[CH:4]=[N:3]1.B. (2) The reactants are: [NH2:1][C:2]1[N:3]=[C:4]2[CH:9]=[CH:8][C:7]([O:10][C:11]3[CH:12]=[C:13]([NH:17][C:18](=[O:30])[C:19]4[CH:24]=[CH:23][CH:22]=[C:21]([C:25]([C:28]#[N:29])([CH3:27])[CH3:26])[CH:20]=4)[CH:14]=[CH:15][CH:16]=3)=[CH:6][N:5]2[CH:31]=1.[CH:32]1([C:35](Cl)=[O:36])[CH2:34][CH2:33]1. Given the product [C:28]([C:25]([C:21]1[CH:20]=[C:19]([CH:24]=[CH:23][CH:22]=1)[C:18]([NH:17][C:13]1[CH:14]=[CH:15][CH:16]=[C:11]([O:10][C:7]2[CH:8]=[CH:9][C:4]3[N:5]([CH:31]=[C:2]([NH:1][C:35]([CH:32]4[CH2:34][CH2:33]4)=[O:36])[N:3]=3)[CH:6]=2)[CH:12]=1)=[O:30])([CH3:27])[CH3:26])#[N:29], predict the reactants needed to synthesize it. (3) Given the product [C:15]([CH2:14][C:11]1[CH:12]=[CH:13][C:8]([O:7][CH2:2][CH2:3][CH2:4][C:5]#[N:6])=[CH:9][CH:10]=1)#[N:16], predict the reactants needed to synthesize it. The reactants are: Br[CH2:2][CH2:3][CH2:4][C:5]#[N:6].[OH:7][C:8]1[CH:13]=[CH:12][C:11]([CH2:14][C:15]#[N:16])=[CH:10][CH:9]=1.C(=O)([O-])[O-].[K+].[K+]. (4) Given the product [C:20]([O:19][C:17]([N:5]1[CH2:6][CH2:7][C@H:8]([O:9][Si:10]([C:13]([CH3:16])([CH3:15])[CH3:14])([CH3:12])[CH3:11])[C@H:4]1[CH2:3][OH:2])=[O:18])([CH3:23])([CH3:22])[CH3:21], predict the reactants needed to synthesize it. The reactants are: C[O:2][C:3](=O)[C@@H:4]1[C@@H:8]([O:9][Si:10]([C:13]([CH3:16])([CH3:15])[CH3:14])([CH3:12])[CH3:11])[CH2:7][CH2:6][N:5]1[C:17]([O:19][C:20]([CH3:23])([CH3:22])[CH3:21])=[O:18].C([BH-](CC)CC)C.[Li+]. (5) Given the product [Cl:21][C:18]1[CH:17]=[CH:16][C:15]([C:7]2[S:6][C:5]3[C:3](=[O:4])[N:12]([CH2:14][C:32]4[CH:35]=[CH:36][CH:37]=[C:30]([CH2:29][N:26]5[CH2:27][CH2:28][N:23]([CH3:22])[CH2:24][CH2:25]5)[CH:31]=4)[CH:11]=[N:10][C:9]=3[CH:8]=2)=[CH:20][CH:19]=1, predict the reactants needed to synthesize it. The reactants are: CO[C:3]([C:5]1[S:6][C:7]([C:15]2[CH:20]=[CH:19][C:18]([Cl:21])=[CH:17][CH:16]=2)=[CH:8][C:9]=1[N:10]=[CH:11][N:12]([CH3:14])C)=[O:4].[CH3:22][N:23]1[CH2:28][CH2:27][N:26]([CH2:29][C:30]2[CH:31]=[C:32]([CH:35]=[CH:36][CH:37]=2)CN)[CH2:25][CH2:24]1.C1(O)C=CC=CC=1. (6) Given the product [CH3:8][O:9][C:10]1[CH:11]=[CH:12][C:13]([CH2:14][N:15]2[C:19]3[N:20]=[CH:21][C:22]4[CH2:23][CH:24]([NH:28][C:31](=[O:38])[C:32]5[CH:37]=[CH:36][CH:35]=[CH:34][CH:33]=5)[CH2:25][CH2:26][C:27]=4[C:18]=3[CH:17]=[N:16]2)=[CH:29][CH:30]=1, predict the reactants needed to synthesize it. The reactants are: FC(F)(F)C(O)=O.[CH3:8][O:9][C:10]1[CH:30]=[CH:29][C:13]([CH2:14][N:15]2[C:19]3[N:20]=[CH:21][C:22]4[CH2:23][CH:24]([NH2:28])[CH2:25][CH2:26][C:27]=4[C:18]=3[CH:17]=[N:16]2)=[CH:12][CH:11]=1.[C:31](Cl)(=[O:38])[C:32]1[CH:37]=[CH:36][CH:35]=[CH:34][CH:33]=1. (7) Given the product [CH3:53][CH:51]1[N:50]([C:54]2[CH:59]=[CH:58][C:57]([C:60]([N:62]3[CH2:67][CH2:66][N:65]([C:68]4[C:73]([CH3:74])=[CH:72][C:71]([CH3:75])=[C:70]([CH3:76])[N:69]=4)[CH2:64][CH2:63]3)=[O:61])=[CH:56][N:55]=2)[C:49](=[O:77])[NH:48][CH2:52]1, predict the reactants needed to synthesize it. The reactants are: BrC1N=CC(C(N2CCN(C3C(C)=CC(C)=C(C)N=3)CC2)=O)=CC=1.COC1C=CC(CN2CC(C)NC2=O)=CC=1.COC1C=CC(C[N:48]2[CH2:52][CH:51]([CH3:53])[N:50]([C:54]3[CH:59]=[CH:58][C:57]([C:60]([N:62]4[CH2:67][CH2:66][N:65]([C:68]5[C:73]([CH3:74])=[CH:72][C:71]([CH3:75])=[C:70]([CH3:76])[N:69]=5)[CH2:64][CH2:63]4)=[O:61])=[CH:56][N:55]=3)[C:49]2=[O:77])=CC=1. (8) Given the product [Cl:2][C:3]1[C:4]([NH:18][CH:19]2[CH2:29][CH2:28][C:22]3([CH2:27][CH2:26][N:25]([C:33](=[O:34])[CH2:32][C:30]#[N:31])[CH2:24][CH2:23]3)[CH2:21][CH2:20]2)=[N:5][C:6]([NH:9][C:10]2[CH:14]=[C:13]([CH:15]3[CH2:17][CH2:16]3)[NH:12][N:11]=2)=[N:7][CH:8]=1, predict the reactants needed to synthesize it. The reactants are: Cl.[Cl:2][C:3]1[C:4]([NH:18][CH:19]2[CH2:29][CH2:28][C:22]3([CH2:27][CH2:26][NH:25][CH2:24][CH2:23]3)[CH2:21][CH2:20]2)=[N:5][C:6]([NH:9][C:10]2[CH:14]=[C:13]([CH:15]3[CH2:17][CH2:16]3)[NH:12][N:11]=2)=[N:7][CH:8]=1.[C:30]([CH2:32][C:33](O)=[O:34])#[N:31].C1C=NC2N(O)N=NC=2C=1.CCN=C=NCCCN(C)C. (9) Given the product [O:18]([C:25]1[CH:26]=[C:27]2[C:33](=[CH:34][CH:35]=1)[C:41](=[O:42])[N:17]([C:15]1[CH:14]=[CH:13][C:11]3[O:12][CH:7]([CH2:6][N:1]4[CH2:5][CH2:4][CH2:3][CH2:2]4)[CH2:8][O:9][C:10]=3[CH:16]=1)[C:28]2=[O:30])[C:19]1[CH:20]=[CH:21][CH:22]=[CH:23][CH:24]=1, predict the reactants needed to synthesize it. The reactants are: [N:1]1([CH2:6][CH:7]2[O:12][C:11]3[CH:13]=[CH:14][C:15]([NH2:17])=[CH:16][C:10]=3[O:9][CH2:8]2)[CH2:5][CH2:4][CH2:3][CH2:2]1.[O:18]([C:25]1[CH:35]=[CH:34][CH:33]=[C:27]2[C:28]([O:30]C(=O)[C:26]=12)=O)[C:19]1[CH:24]=[CH:23][CH:22]=[CH:21][CH:20]=1.C(N(C(C)C)C[CH2:41][O:42]C1C=CC(N)=CC=1OC)(C)C. (10) Given the product [CH:11]1([NH:14][C:15]([C:17]2[CH:18]=[CH:19][C:20]([CH3:36])=[C:21]([NH:23][C:24](=[O:35])[C:25]3[CH:30]=[C:29]([N:8]4[CH2:9][CH2:10][N:5]([S:2]([CH3:1])(=[O:4])=[O:3])[CH2:6][CH2:7]4)[CH:28]=[CH:27][C:26]=3[N+:32]([O-:34])=[O:33])[CH:22]=2)=[O:16])[CH2:13][CH2:12]1, predict the reactants needed to synthesize it. The reactants are: [CH3:1][S:2]([N:5]1[CH2:10][CH2:9][NH:8][CH2:7][CH2:6]1)(=[O:4])=[O:3].[CH:11]1([NH:14][C:15]([C:17]2[CH:18]=[CH:19][C:20]([CH3:36])=[C:21]([NH:23][C:24](=[O:35])[C:25]3[CH:30]=[C:29](F)[CH:28]=[CH:27][C:26]=3[N+:32]([O-:34])=[O:33])[CH:22]=2)=[O:16])[CH2:13][CH2:12]1.